Predict which catalyst facilitates the given reaction. From a dataset of Catalyst prediction with 721,799 reactions and 888 catalyst types from USPTO. (1) Reactant: [Cl:1][C:2]1[C:3]([F:22])=[C:4]([CH:19]=[CH:20][CH:21]=1)[NH:5][C:6]1[C:15]2[C:10](=[CH:11][C:12]([O:17][CH3:18])=[C:13]([OH:16])[CH:14]=2)[N:9]=[CH:8][N:7]=1.[N+](C1C=CC(S(O[C@@H:36]2[CH2:40][N:39]([C:41]([O:43][C:44]([CH3:47])([CH3:46])[CH3:45])=[O:42])[C@H:38]([C:48]([O:50][CH3:51])=[O:49])[CH2:37]2)(=O)=O)=CC=1)([O-])=O.[F-].[Cs+]. Product: [Cl:1][C:2]1[C:3]([F:22])=[C:4]([CH:19]=[CH:20][CH:21]=1)[NH:5][C:6]1[C:15]2[C:10](=[CH:11][C:12]([O:17][CH3:18])=[C:13]([O:16][C@H:36]3[CH2:40][N:39]([C:41]([O:43][C:44]([CH3:47])([CH3:46])[CH3:45])=[O:42])[C@H:38]([C:48]([O:50][CH3:51])=[O:49])[CH2:37]3)[CH:14]=2)[N:9]=[CH:8][N:7]=1. The catalyst class is: 9. (2) Product: [Cl:21][C:16]1[CH:17]=[CH:18][C:19]([O:20][CH2:48][CH2:47][N:41]2[CH2:46][CH2:45][O:44][CH2:43][CH2:42]2)=[C:14]([CH:15]=1)[C:12]([NH:11][C:3]1[CH:2]=[CH:1][C:6]([N+:7]([O-:9])=[O:8])=[CH:5][C:4]=1[Cl:10])=[O:13]. Reactant: [CH:1]1[C:6]([N+:7]([O-:9])=[O:8])=[CH:5][C:4]([Cl:10])=[C:3]([NH:11][C:12]([C:14]2[CH:15]=[C:16]([Cl:21])[CH:17]=[CH:18][C:19]=2[OH:20])=[O:13])[CH:2]=1.C1C=CC(P(C2C=CC=CC=2)C2C=CC=CC=2)=CC=1.[N:41]1([CH2:47][CH2:48]O)[CH2:46][CH2:45][O:44][CH2:43][CH2:42]1.CC(OC(/N=N/C(OC(C)C)=O)=O)C. The catalyst class is: 1. (3) Reactant: Cl[CH2:2][C:3]([NH:5][C:6]1[CH:7]=[C:8]2[C:12](=[CH:13][CH:14]=1)[NH:11][N:10]=[CH:9]2)=[O:4].[F:15][C:16]1[CH:28]=[CH:27][C:19]([CH2:20][CH:21]2[CH2:26][CH2:25][NH:24][CH2:23][CH2:22]2)=[CH:18][CH:17]=1. Product: [F:15][C:16]1[CH:17]=[CH:18][C:19]([CH2:20][CH:21]2[CH2:22][CH2:23][N:24]([CH2:2][C:3]([NH:5][C:6]3[CH:7]=[C:8]4[C:12](=[CH:13][CH:14]=3)[NH:11][N:10]=[CH:9]4)=[O:4])[CH2:25][CH2:26]2)=[CH:27][CH:28]=1. The catalyst class is: 27. (4) Reactant: [Br:1][C:2]1[CH:7]=[C:6]([F:8])[CH:5]=[CH:4][C:3]=1I.C([Mg]Cl)(C)C.[C:15](=[C:18]1C(=O)OC(C)(C)[O:20][C:19]1=[O:27])([CH3:17])[CH3:16]. Product: [Br:1][C:2]1[CH:7]=[C:6]([F:8])[CH:5]=[CH:4][C:3]=1[C:15]([CH3:17])([CH3:16])[CH2:18][C:19]([OH:27])=[O:20]. The catalyst class is: 1.